This data is from Catalyst prediction with 721,799 reactions and 888 catalyst types from USPTO. The task is: Predict which catalyst facilitates the given reaction. Reactant: Cl.[CH3:2][O:3][C:4]1[CH:13]=[C:12]2[C:7]([CH2:8][CH2:9][C@@H:10]([NH2:14])[CH2:11]2)=[CH:6][CH:5]=1.[C:15]([O:19][C:20]([N:22]1[CH2:27][CH2:26][C:25](=O)[CH2:24][CH2:23]1)=[O:21])([CH3:18])([CH3:17])[CH3:16].C(O[BH-](OC(=O)C)OC(=O)C)(=O)C.[Na+]. Product: [C:15]([O:19][C:20]([N:22]1[CH2:27][CH2:26][CH:25]([NH:14][C@@H:10]2[CH2:9][CH2:8][C:7]3[C:12](=[CH:13][C:4]([O:3][CH3:2])=[CH:5][CH:6]=3)[CH2:11]2)[CH2:24][CH2:23]1)=[O:21])([CH3:18])([CH3:16])[CH3:17]. The catalyst class is: 68.